This data is from Reaction yield outcomes from USPTO patents with 853,638 reactions. The task is: Predict the reaction yield, written as a fraction of the theoretical maximum amount of product (1.0 means a 100% yield; for example, 0.34 means a 34% yield). (1) The reactants are [CH2:1]([N:8]1[CH:13]=[CH:12][C:11]([O:14][CH2:15][C:16]2[CH:21]=[CH:20][CH:19]=[CH:18][CH:17]=2)=[C:10](I)[C:9]1=[O:23])[C:2]1[CH:7]=[CH:6][CH:5]=[CH:4][CH:3]=1.[CH:24]([Sn](CCCC)(CCCC)CCCC)=[CH2:25].CN(C=O)C. The catalyst is C(#N)C. The product is [CH2:1]([N:8]1[CH:13]=[CH:12][C:11]([O:14][CH2:15][C:16]2[CH:21]=[CH:20][CH:19]=[CH:18][CH:17]=2)=[C:10]([CH:24]=[CH2:25])[C:9]1=[O:23])[C:2]1[CH:7]=[CH:6][CH:5]=[CH:4][CH:3]=1. The yield is 0.500. (2) The reactants are [CH3:1][O:2][C:3]1[CH:4]=[C:5]([CH:11]2[CH2:16][CH:15]([C:17]([F:20])([F:19])[F:18])[N:14]3[N:21]=[C:22]([C:24]4[CH:29]=[CH:28][N:27]=[C:26]([C:30](O)=[O:31])[CH:25]=4)[CH:23]=[C:13]3[NH:12]2)[CH:6]=[CH:7][C:8]=1[O:9][CH3:10].[NH2:33][C@H:34]1[CH2:39][CH2:38][CH2:37][N:36]([C:40]([O:42][C:43]([CH3:46])([CH3:45])[CH3:44])=[O:41])[CH2:35]1. No catalyst specified. The product is [CH3:1][O:2][C:3]1[CH:4]=[C:5]([CH:11]2[CH2:16][CH:15]([C:17]([F:20])([F:18])[F:19])[N:14]3[N:21]=[C:22]([C:24]4[CH:29]=[CH:28][N:27]=[C:26]([C:30]([NH:33][C@H:34]5[CH2:39][CH2:38][CH2:37][N:36]([C:40]([O:42][C:43]([CH3:46])([CH3:45])[CH3:44])=[O:41])[CH2:35]5)=[O:31])[CH:25]=4)[CH:23]=[C:13]3[NH:12]2)[CH:6]=[CH:7][C:8]=1[O:9][CH3:10]. The yield is 0.430.